This data is from Reaction yield outcomes from USPTO patents with 853,638 reactions. The task is: Predict the reaction yield, written as a fraction of the theoretical maximum amount of product (1.0 means a 100% yield; for example, 0.34 means a 34% yield). (1) The reactants are [Cl:1][C:2]1[N:7]=[C:6]([C:8]([O:10][CH3:11])=[O:9])[CH:5]=[CH:4][C:3]=1[OH:12].C(=O)([O-])[O-].[K+].[K+].Cl[CH2:20][C:21]([CH3:24])([OH:23])[CH3:22]. The catalyst is CO. The product is [Cl:1][C:2]1[N:7]=[C:6]([C:8]([O:10][CH3:11])=[O:9])[CH:5]=[CH:4][C:3]=1[O:12][CH2:20][C:21]([OH:23])([CH3:24])[CH3:22]. The yield is 0.540. (2) The reactants are [Br:1][C:2]1[CH:7]=[CH:6][N:5]=[C:4](F)[CH:3]=1.[CH2:9]([NH2:13])[CH2:10][CH2:11][CH3:12]. The catalyst is CN1CCCC1=O.C(Cl)Cl. The product is [Br:1][C:2]1[CH:7]=[CH:6][N:5]=[C:4]([NH:13][CH2:9][CH2:10][CH2:11][CH3:12])[CH:3]=1. The yield is 0.450. (3) The reactants are [CH2:1]([O:3][C:4](=[O:15])[CH2:5][NH:6][C:7]1[C:12]([C:13]#N)=[CH:11][CH:10]=[CH:9][N:8]=1)[CH3:2].[PH2]([O-])=[O:17].[Na+]. The catalyst is [Ni].O.CC(O)=O.N1C=CC=CC=1. The product is [CH2:1]([O:3][C:4](=[O:15])[CH2:5][NH:6][C:7]1[C:12]([CH:13]=[O:17])=[CH:11][CH:10]=[CH:9][N:8]=1)[CH3:2]. The yield is 0.830.